Dataset: Reaction yield outcomes from USPTO patents with 853,638 reactions. Task: Predict the reaction yield, written as a fraction of the theoretical maximum amount of product (1.0 means a 100% yield; for example, 0.34 means a 34% yield). (1) The reactants are [F:1][C:2]1[CH:3]=[C:4]([N:15]2[CH2:20][CH2:19][O:18][CH2:17][CH2:16]2)[CH:5]=[CH:6][C:7]=1[CH2:8][N:9]1[CH2:14][CH2:13][NH:12][CH2:11][CH2:10]1.C(N(CC)C(C)C)(C)C.[CH2:30]1[C:35](=[O:36])[N:34]([O:37][C:38](ON2C(=O)CCC2=O)=[O:39])[C:32](=[O:33])[CH2:31]1. The catalyst is C(Cl)Cl. The product is [F:1][C:2]1[CH:3]=[C:4]([N:15]2[CH2:16][CH2:17][O:18][CH2:19][CH2:20]2)[CH:5]=[CH:6][C:7]=1[CH2:8][N:9]1[CH2:10][CH2:11][N:12]([C:38]([O:37][N:34]2[C:35](=[O:36])[CH2:30][CH2:31][C:32]2=[O:33])=[O:39])[CH2:13][CH2:14]1. The yield is 0.960. (2) The reactants are Br[C:2]1[CH:3]=[C:4]([N:8]2[CH2:13][CH2:12][O:11][CH2:10][CH2:9]2)[CH:5]=[N:6][CH:7]=1.C[CH2:15][O:16]CC.C([Li])CCC.CN(C=O)C. The catalyst is CCCCCC. The product is [N:8]1([C:4]2[CH:5]=[N:6][CH:7]=[C:2]([CH:3]=2)[CH:15]=[O:16])[CH2:13][CH2:12][O:11][CH2:10][CH2:9]1. The yield is 0.900. (3) The reactants are [CH:1]([O:4][C:5]([N:7]1[CH2:12][CH2:11][CH:10]([O:13][C:14]2[C:19]([CH3:20])=[C:18]([O:21][C:22]3[C:23]([CH3:29])=[N:24][C:25](Cl)=[CH:26][CH:27]=3)[N:17]=[CH:16][N:15]=2)[CH2:9][CH2:8]1)=[O:6])([CH3:3])[CH3:2].C(=O)([O-])[O-].[K+].[K+].[SH:36][CH2:37][CH2:38][OH:39]. No catalyst specified. The product is [CH:1]([O:4][C:5]([N:7]1[CH2:12][CH2:11][CH:10]([O:13][C:14]2[C:19]([CH3:20])=[C:18]([O:21][C:22]3[C:23]([CH3:29])=[N:24][C:25]([S:36][CH2:37][CH2:38][OH:39])=[CH:26][CH:27]=3)[N:17]=[CH:16][N:15]=2)[CH2:9][CH2:8]1)=[O:6])([CH3:3])[CH3:2]. The yield is 0.0200.